Dataset: Catalyst prediction with 721,799 reactions and 888 catalyst types from USPTO. Task: Predict which catalyst facilitates the given reaction. (1) Reactant: Cl.[NH2:2][CH2:3][C@@H:4]1[O:8][C:7](=[O:9])[N:6]([C:10]2[CH:15]=[CH:14][C:13]([N:16]3[CH2:21][CH2:20][O:19][CH2:18][C:17]3=[O:22])=[CH:12][CH:11]=2)[CH2:5]1.C(=O)([O-])[O-].[K+].[K+]. Product: [NH2:2][CH2:3][C@@H:4]1[O:8][C:7](=[O:9])[N:6]([C:10]2[CH:15]=[CH:14][C:13]([N:16]3[CH2:21][CH2:20][O:19][CH2:18][C:17]3=[O:22])=[CH:12][CH:11]=2)[CH2:5]1. The catalyst class is: 8. (2) Reactant: [CH3:1][N:2]1[C:10]2[C:5](=[CH:6][CH:7]=[CH:8][CH:9]=2)[C:4]([CH2:11][OH:12])=[N:3]1.CC(OI1(OC(C)=O)(OC(C)=O)OC(=O)C2C=CC=CC1=2)=O.C(OCC)C.[OH-].[Na+]. Product: [CH3:1][N:2]1[C:10]2[C:5](=[CH:6][CH:7]=[CH:8][CH:9]=2)[C:4]([CH:11]=[O:12])=[N:3]1. The catalyst class is: 2. (3) Reactant: [Cl:1][C:2]1[CH:14]=[CH:13][C:12]2[C:11]3[C:6](=[CH:7][C:8]([Cl:15])=[CH:9][CH:10]=3)[NH:5][C:4]=2[CH:3]=1.C([O-])([O-])=O.[K+].[K+].Br[CH2:23][CH2:24][CH2:25][CH2:26][CH2:27][CH2:28][CH2:29][CH2:30][CH2:31][CH2:32][CH2:33][CH2:34][CH2:35][CH2:36][CH2:37][CH2:38][CH2:39][CH3:40].O. Product: [CH3:40][CH2:39][CH2:38][CH2:37][CH2:36][CH2:35][CH2:34][CH2:33][CH2:32][CH2:31][CH2:30][CH2:29][CH2:28][CH2:27][CH2:26][CH2:25][CH2:24][CH3:23].[Cl:1][C:2]1[CH:14]=[CH:13][C:12]2[C:11]3[C:6](=[CH:7][C:8]([Cl:15])=[CH:9][CH:10]=3)[NH:5][C:4]=2[CH:3]=1. The catalyst class is: 21.